This data is from Reaction yield outcomes from USPTO patents with 853,638 reactions. The task is: Predict the reaction yield, written as a fraction of the theoretical maximum amount of product (1.0 means a 100% yield; for example, 0.34 means a 34% yield). (1) The reactants are [F:1][C:2]1[CH:3]=[C:4]([C:17]([F:20])([F:19])[F:18])[CH:5]=[C:6]([C:8]2[O:9][CH:10]=[C:11]([CH2:13][CH2:14][CH2:15]O)[N:12]=2)[CH:7]=1.P(OC1C=CC=CC=1)(OC1C=CC=CC=1)(OC1C=CC=CC=1)=O.C[I:45]. No catalyst specified. The product is [F:1][C:2]1[CH:3]=[C:4]([C:17]([F:20])([F:19])[F:18])[CH:5]=[C:6]([C:8]2[O:9][CH:10]=[C:11]([CH2:13][CH2:14][CH2:15][I:45])[N:12]=2)[CH:7]=1. The yield is 0.340. (2) The reactants are [N:1]([C:4]1[CH:5]=[C:6]([CH3:12])[C:7]([C:10]#[N:11])=[N:8][CH:9]=1)=[C:2]=[S:3].[C:13]([C:15]1([NH:19][C:20]2[CH:29]=[CH:28][C:23]([C:24]([NH:26][CH3:27])=[O:25])=[C:22]([F:30])[CH:21]=2)[CH2:18][CH2:17][CH2:16]1)#N.C[OH:32].Cl. The catalyst is CC(N(C)C)=O.O. The product is [C:10]([C:7]1[N:8]=[CH:9][C:4]([N:1]2[C:13](=[O:32])[C:15]3([CH2:18][CH2:17][CH2:16]3)[N:19]([C:20]3[CH:29]=[CH:28][C:23]([C:24]([NH:26][CH3:27])=[O:25])=[C:22]([F:30])[CH:21]=3)[C:2]2=[S:3])=[CH:5][C:6]=1[CH3:12])#[N:11]. The yield is 0.290. (3) The reactants are [CH2:1]([O:3][C:4]([CH:6]1[N:11]([S:12]([C:15]2[CH:20]=[CH:19][C:18]([O:21][CH2:22][C:23]#[C:24][CH3:25])=[CH:17][CH:16]=2)(=[O:14])=[O:13])[CH2:10][CH2:9][N:8](C(OC(C)(C)C)=O)[CH2:7]1)=[O:5])[CH3:2].FC(F)(F)C(O)=O. The catalyst is ClCCl. The product is [CH2:1]([O:3][C:4]([CH:6]1[CH2:7][NH:8][CH2:9][CH2:10][N:11]1[S:12]([C:15]1[CH:20]=[CH:19][C:18]([O:21][CH2:22][C:23]#[C:24][CH3:25])=[CH:17][CH:16]=1)(=[O:13])=[O:14])=[O:5])[CH3:2]. The yield is 0.880.